This data is from Experimentally validated miRNA-target interactions with 360,000+ pairs, plus equal number of negative samples. The task is: Binary Classification. Given a miRNA mature sequence and a target amino acid sequence, predict their likelihood of interaction. (1) The miRNA is rno-miR-142-5p with sequence CAUAAAGUAGAAAGCACUACU. The protein sequence of the target gene is MIEDKGPRVTDYFVVAGLTDTSTLLDQEINRTDTNSIGPKAPITDIAVIIKSAGETVPEGYTCVEATPSALQANLNYGSLKSPELFLCYRRGRDKPPLTDIGVLYEGKERLMPGCEVIQATPYGRCANVNNSSTTSQRIFITYRRAPPVRSQNSLAVTDICVIITSKGETPPHTFCKVDKNLNCGMWGSNVFLCYKKSVPASNAIAYKAGLIFRYPEEDYESFPLSPSVPLFCLPMGATIECWDPQIKYPLPVFSTFVLTGSSAEKVYGAAIQFYEPYSQERLTEKQLTQLGLLTLVEKR.... Result: 0 (no interaction). (2) The miRNA is mmu-miR-3075-5p with sequence UGUCUGGGAGCAGCCAAGGAC. The protein sequence of the target gene is MSNVSEERRKRQQNIKEGLQFIQSPLSYPGTQEQYAVYLRALVRNLFNEGNDVYREHDWNNSISQYTEALNIADYAKSEEILIPKEIIEKLYINRIACYSNMGFHDKVLEDCNIVLSLNASNCKALYRKSKALSDLGRYKKAYDAVAKCSLAVPQDEHVIKLTQELAQKLGFKIRKAYVRAELSLKSVPGDGATKALNHSVEDIEPDLLTPRQEAVPVVSLPAPSFSHEVGSELASVPVMPLTSILPLQVEESALPSAVLANGGKMPFTMPEAFLDDGDMVLGDELDDLLDSAPETNETV.... Result: 0 (no interaction).